Task: Predict the reaction yield, written as a fraction of the theoretical maximum amount of product (1.0 means a 100% yield; for example, 0.34 means a 34% yield).. Dataset: Reaction yield outcomes from USPTO patents with 853,638 reactions The reactants are [NH:1]1[C:5](=[O:6])[CH2:4][CH2:3][C@H:2]1[C:7]([OH:9])=[O:8].[CH:10](O)([CH3:12])[CH3:11]. The catalyst is CCOCC. The product is [NH:1]1[C:5](=[O:6])[CH2:4][CH2:3][C@H:2]1[C:7]([O:9][CH:10]([CH3:12])[CH3:11])=[O:8]. The yield is 0.960.